This data is from B-cell epitopes from IEDB database with 3,159 antigens for binding position prediction. The task is: Token-level Classification. Given an antigen amino acid sequence, predict which amino acid positions are active epitope sites capable of antibody binding. Output is a list of indices for active positions. Given the antigen sequence: MDFILNISMKMEVIFKTDLRSSSQVVFHAGSLYNWFSVEIINSGRIVTTAIKTLLSTVKYDIVKSAHIYAGQGYTEHQAQEEWNMILHVLFEEETESSASSESIHEKNDNETNECTSSFETLFEQEPSSEEPKDSKLYMLAQKTVQHIEQYGKAPDFNKVIRAHNFIQTIHGTPLKEEEKEVVRLMVIKLLKKNKLLSHLHLMF, which amino acid positions are active epitope sites? The epitope positions are: [174, 175, 176, 177, 178, 179, 180, 181, 182, 183, 184, 185, 186, 187, 188, 189, 190, 191, 192, 193... (22 total positions)]. The amino acids at these positions are: LKEEEKEVVRLMVIKLLKKNKL.